The task is: Predict which catalyst facilitates the given reaction.. This data is from Catalyst prediction with 721,799 reactions and 888 catalyst types from USPTO. (1) Reactant: [Cl:1][C:2]1[CH:7]=[CH:6][CH:5]=[CH:4][C:3]=1[N:8]1[CH:12]=[C:11]([CH:13]=[O:14])[C:10]([CH3:15])=[N:9]1.[CH:16]1([Mg]Br)[CH2:21][CH2:20][CH2:19][CH2:18][CH2:17]1. Product: [CH:16]1([CH:13]([C:11]2[C:10]([CH3:15])=[N:9][N:8]([C:3]3[CH:4]=[CH:5][CH:6]=[CH:7][C:2]=3[Cl:1])[CH:12]=2)[OH:14])[CH2:21][CH2:20][CH2:19][CH2:18][CH2:17]1. The catalyst class is: 7. (2) Reactant: C(N(CC)CC)C.[C:8](OC(=O)C)(=[O:10])[CH3:9].[C:15]([O:19][C:20]([N:22]1[C@@H:27]([C@@H:28]([OH:40])[C@@H:29]([NH2:39])[CH2:30][C:31]2[CH:36]=[C:35]([F:37])[CH:34]=[C:33]([F:38])[CH:32]=2)[CH2:26][O:25][C@@H:24]([CH2:41][OH:42])[CH2:23]1)=[O:21])([CH3:18])([CH3:17])[CH3:16]. Product: [C:15]([O:19][C:20]([N:22]1[C@@H:27]([C@@H:28]([OH:40])[C@@H:29]([NH:39][C:8](=[O:10])[CH3:9])[CH2:30][C:31]2[CH:32]=[C:33]([F:38])[CH:34]=[C:35]([F:37])[CH:36]=2)[CH2:26][O:25][C@@H:24]([CH2:41][OH:42])[CH2:23]1)=[O:21])([CH3:17])([CH3:18])[CH3:16]. The catalyst class is: 7. (3) Reactant: [CH3:1][NH:2][CH2:3][CH2:4][N:5]1[CH2:10][CH2:9][S:8][C:7]2[CH:11]=[C:12]([NH:15][C:16]([C:18]3[O:19][CH:20]=[CH:21][CH:22]=3)=[NH:17])[CH:13]=[CH:14][C:6]1=2.[ClH:23].CCOCC. Product: [ClH:23].[ClH:23].[CH3:1][NH:2][CH2:3][CH2:4][N:5]1[CH2:10][CH2:9][S:8][C:7]2[CH:11]=[C:12]([NH:15][C:16]([C:18]3[O:19][CH:20]=[CH:21][CH:22]=3)=[NH:17])[CH:13]=[CH:14][C:6]1=2. The catalyst class is: 5. (4) Reactant: [CH2:1]([O:3][C:4](=[O:19])[C:5]([NH:7][C:8]1[CH:13]=[CH:12][C:11]([Br:14])=[CH:10][C:9]=1[C:15]([F:18])([F:17])[F:16])=[O:6])[CH3:2].[N+:20]([O-])([OH:22])=[O:21]. Product: [CH2:1]([O:3][C:4](=[O:19])[C:5]([NH:7][C:8]1[C:9]([C:15]([F:16])([F:17])[F:18])=[CH:10][C:11]([Br:14])=[CH:12][C:13]=1[N+:20]([O-:22])=[O:21])=[O:6])[CH3:2]. The catalyst class is: 82. (5) Reactant: [C:1]([BH3-])#[N:2].[Na+].N[CH:6]1[CH2:11][CH2:10][N:9]([CH2:12][C:13]2[CH:14]=[CH:15][N:16]3[C:21]=2[C:20]([NH:22][C:23]2[CH:24]=[C:25]4[C:29](=[CH:30][CH:31]=2)[N:28]([CH2:32][C:33]2[CH:38]=[CH:37][CH:36]=[C:35]([F:39])[CH:34]=2)[N:27]=[CH:26]4)=[N:19][CH:18]=[N:17]3)[CH2:8][CH2:7]1.[C:40](O)(=O)C.C=O. Product: [CH3:40][N:2]([CH3:1])[CH:6]1[CH2:11][CH2:10][N:9]([CH2:12][C:13]2[CH:14]=[CH:15][N:16]3[C:21]=2[C:20]([NH:22][C:23]2[CH:24]=[C:25]4[C:29](=[CH:30][CH:31]=2)[N:28]([CH2:32][C:33]2[CH:38]=[CH:37][CH:36]=[C:35]([F:39])[CH:34]=2)[N:27]=[CH:26]4)=[N:19][CH:18]=[N:17]3)[CH2:8][CH2:7]1. The catalyst class is: 2. (6) Reactant: [CH2:1]([NH:8][C:9](=[O:44])[NH:10][C:11]1[CH:12]=[C:13]([C:17]2[N:26]=[C:25]([NH:27][C:28]3[CH:29]=[C:30]4[C:34](=[CH:35][CH:36]=3)[N:33](C(OC(C)(C)C)=O)[N:32]=[CH:31]4)[C:24]3[C:19](=[CH:20][CH:21]=[CH:22][CH:23]=3)[N:18]=2)[CH:14]=[CH:15][CH:16]=1)[C:2]1[CH:7]=[CH:6][CH:5]=[CH:4][CH:3]=1.C(O)(C(F)(F)F)=O. Product: [NH:33]1[C:34]2[C:30](=[CH:29][C:28]([NH:27][C:25]3[C:24]4[C:19](=[CH:20][CH:21]=[CH:22][CH:23]=4)[N:18]=[C:17]([C:13]4[CH:12]=[C:11]([NH:10][C:9]([NH:8][CH2:1][C:2]5[CH:3]=[CH:4][CH:5]=[CH:6][CH:7]=5)=[O:44])[CH:16]=[CH:15][CH:14]=4)[N:26]=3)=[CH:36][CH:35]=2)[CH:31]=[N:32]1. The catalyst class is: 2.